This data is from Full USPTO retrosynthesis dataset with 1.9M reactions from patents (1976-2016). The task is: Predict the reactants needed to synthesize the given product. (1) Given the product [CH2:1]([NH:8][C:9]1[CH:14]=[C:13]([NH:15][C:16]2[CH:21]=[CH:20][C:19]([N:22]3[CH2:27][CH2:26][CH:25]([CH2:28][CH2:29][C:39]#[N:40])[CH2:24][CH2:23]3)=[CH:18][CH:17]=2)[N:12]=[CH:11][C:10]=1[CH2:35][C:36]([NH2:38])=[O:37])[C:2]1[CH:7]=[CH:6][CH:5]=[CH:4][CH:3]=1, predict the reactants needed to synthesize it. The reactants are: [CH2:1]([NH:8][C:9]1[CH:14]=[C:13]([NH:15][C:16]2[CH:21]=[CH:20][C:19]([N:22]3[CH2:27][CH2:26][CH:25]([CH2:28][CH2:29]OS(C)(=O)=O)[CH2:24][CH2:23]3)=[CH:18][CH:17]=2)[N:12]=[CH:11][C:10]=1[CH2:35][C:36]([NH2:38])=[O:37])[C:2]1[CH:7]=[CH:6][CH:5]=[CH:4][CH:3]=1.[C-:39]#[N:40].[Na+].[I-].[Na+]. (2) Given the product [CH3:1][C:2]1[O:3][C:4]([C:10]2[CH:15]=[CH:14][CH:13]=[CH:12][CH:11]=2)=[CH:5][C:6]=1[C:7]([O:9][CH2:16][CH3:17])=[O:8], predict the reactants needed to synthesize it. The reactants are: [CH3:1][C:2]1[O:3][C:4]([C:10]2[CH:15]=[CH:14][CH:13]=[CH:12][CH:11]=2)=[CH:5][C:6]=1[C:7]([OH:9])=[O:8].[CH2:16](I)[CH3:17].C(=O)([O-])[O-].[K+].[K+].O. (3) Given the product [O:27]1[CH2:26][CH2:25][N:24]([C:4]2[C:5]3[S:10][C:9]([C:11]([N:14]4[CH2:19][CH2:18][N:17]([S:20]([CH3:23])(=[O:21])=[O:22])[CH2:16][CH2:15]4)([CH3:12])[CH3:13])=[CH:8][C:6]=3[N:7]=[C:2]([C:34]3[CH:33]=[N:32][C:31]([NH2:30])=[N:36][CH:35]=3)[N:3]=2)[CH2:29][CH2:28]1, predict the reactants needed to synthesize it. The reactants are: Cl[C:2]1[N:3]=[C:4]([N:24]2[CH2:29][CH2:28][O:27][CH2:26][CH2:25]2)[C:5]2[S:10][C:9]([C:11]([N:14]3[CH2:19][CH2:18][N:17]([S:20]([CH3:23])(=[O:22])=[O:21])[CH2:16][CH2:15]3)([CH3:13])[CH3:12])=[CH:8][C:6]=2[N:7]=1.[NH2:30][C:31]1[N:36]=[CH:35][C:34](B2OC(C)(C)C(C)(C)O2)=[CH:33][N:32]=1. (4) Given the product [Cl:1][C:2]1[CH:3]=[C:4]([NH:9][C:10]2[C:19]3[C:14](=[CH:15][CH:16]=[C:17]([NH:20][CH2:21][C:22]([OH:24])=[O:23])[CH:18]=3)[N:13]=[CH:12][C:11]=2[C:27]#[N:28])[CH:5]=[CH:6][C:7]=1[F:8], predict the reactants needed to synthesize it. The reactants are: [Cl:1][C:2]1[CH:3]=[C:4]([NH:9][C:10]2[C:19]3[C:14](=[CH:15][CH:16]=[C:17]([NH:20][CH2:21][C:22]([O:24]CC)=[O:23])[CH:18]=3)[N:13]=[CH:12][C:11]=2[C:27]#[N:28])[CH:5]=[CH:6][C:7]=1[F:8].[OH-].[Li+]. (5) Given the product [Br:3][C:4]1[CH:9]=[N:8][C:7]([C:10]([N:12]([C:13]2[CH:14]=[CH:15][CH:16]=[CH:17][CH:18]=2)[CH2:24][O:23][CH2:22][CH2:21][Si:20]([CH3:27])([CH3:26])[CH3:19])=[O:11])=[N:6][CH:5]=1, predict the reactants needed to synthesize it. The reactants are: [H-].[Na+].[Br:3][C:4]1[CH:5]=[N:6][C:7]([C:10]([NH:12][C:13]2[CH:18]=[CH:17][CH:16]=[CH:15][CH:14]=2)=[O:11])=[N:8][CH:9]=1.[CH3:19][Si:20]([CH3:27])([CH3:26])[CH2:21][CH2:22][O:23][CH2:24]Cl. (6) Given the product [CH3:1][O:2][C:3]1[CH:4]=[C:5]([NH:9][C:10]2[S:11][CH:14]=[C:15]([C:17]3[CH:22]=[CH:21][C:20]([C@H:23]4[CH2:28][CH2:27][C@H:26]([CH2:29][C:30]([OH:32])=[O:31])[CH2:25][CH2:24]4)=[CH:19][CH:18]=3)[N:12]=2)[CH:6]=[CH:7][CH:8]=1, predict the reactants needed to synthesize it. The reactants are: [CH3:1][O:2][C:3]1[CH:4]=[C:5]([NH:9][C:10]([NH2:12])=[S:11])[CH:6]=[CH:7][CH:8]=1.Br[CH2:14][C:15]([C:17]1[CH:22]=[CH:21][C:20]([C@H:23]2[CH2:28][CH2:27][C@H:26]([CH2:29][C:30]([O:32]CC)=[O:31])[CH2:25][CH2:24]2)=[CH:19][CH:18]=1)=O.O.[OH-].[Li+]. (7) Given the product [CH2:6]([C:10]1[CH:15]=[CH:14][C:13]([CH2:16][C:17]2[CH:22]=[C:21]([C:23]3[C:24]([NH2:29])=[N:25][CH:26]=[CH:27][CH:28]=3)[O:19][N:18]=2)=[CH:12][CH:11]=1)[CH2:7][CH2:8][CH3:9], predict the reactants needed to synthesize it. The reactants are: O1CCCC1.[CH2:6]([C:10]1[CH:15]=[CH:14][C:13]([CH2:16][C:17](Cl)=[N:18][OH:19])=[CH:12][CH:11]=1)[CH2:7][CH2:8][CH3:9].[C:21]([C:23]1[C:24]([NH2:29])=[N:25][CH:26]=[CH:27][CH:28]=1)#[CH:22].C(N(CC)CC)C. (8) Given the product [Br:1][C:2]1[CH:10]=[CH:9][CH:8]=[C:7]2[C:3]=1[C:4]([C:17]1[C:25]([OH:26])=[CH:24][C:20]3[O:21][CH2:22][O:23][C:19]=3[CH:18]=1)([CH2:39][OH:40])[C:5](=[O:16])[N:6]2[CH2:11][CH2:12][CH2:13][CH2:14][CH3:15], predict the reactants needed to synthesize it. The reactants are: [Br:1][C:2]1[CH:10]=[CH:9][CH:8]=[C:7]2[C:3]=1[CH:4]([C:17]1[C:25]([OH:26])=[CH:24][C:20]3[O:21][CH2:22][O:23][C:19]=3[CH:18]=1)[C:5](=[O:16])[N:6]2[CH2:11][CH2:12][CH2:13][CH2:14][CH3:15].C(N(CC)CC)C.Cl[Si](C)(C)C.[CH2:39]=[O:40].FC(F)(F)S([O-])(=O)=O.[Yb+3].FC(F)(F)S([O-])(=O)=O.FC(F)(F)S([O-])(=O)=O.